From a dataset of Reaction yield outcomes from USPTO patents with 853,638 reactions. Predict the reaction yield, written as a fraction of the theoretical maximum amount of product (1.0 means a 100% yield; for example, 0.34 means a 34% yield). (1) The reactants are CS(Cl)(=O)=O.[Cl:6][C:7]1[CH:8]=[C:9]([CH:27]=[CH:28][C:29]=1[O:30][CH2:31][C:32]1[CH:37]=[CH:36][CH:35]=[C:34]([F:38])[CH:33]=1)[NH:10][C:11]1[C:16]([C:17]#[C:18][C:19]2[N:24]=[C:23]([CH2:25]O)[CH:22]=[CH:21][CH:20]=2)=[CH:15][N:14]=[CH:13][N:12]=1.[NH2:39][CH2:40][CH2:41][C:42]#[N:43].O. The catalyst is C(Cl)Cl. The product is [Cl:6][C:7]1[CH:8]=[C:9]([CH:27]=[CH:28][C:29]=1[O:30][CH2:31][C:32]1[CH:37]=[CH:36][CH:35]=[C:34]([F:38])[CH:33]=1)[NH:10][C:11]1[C:16]([C:17]#[C:18][C:19]2[N:24]=[C:23]([CH2:25][NH:43][CH2:42][CH2:41][C:40]#[N:39])[CH:22]=[CH:21][CH:20]=2)=[CH:15][N:14]=[CH:13][N:12]=1. The yield is 0.430. (2) The reactants are CC([N:5]([CH2:9][CH2:10][C:11]1[CH:16]=[CH:15][CH:14]=[C:13]([C:17]2[C:25]3[C:20](=[N:21][CH:22]=[C:23]([C:26]4[CH:31]=[CH:30][CH:29]=[C:28]([S:32]([CH3:35])(=[O:34])=[O:33])[CH:27]=4)[CH:24]=3)[NH:19][CH:18]=2)[CH:12]=1)C(=O)[O-])(C)C.FC(F)(F)C(O)=O. The yield is 0.980. The catalyst is C(Cl)Cl. The product is [CH3:35][S:32]([C:28]1[CH:27]=[C:26]([C:23]2[CH:24]=[C:25]3[C:17]([C:13]4[CH:12]=[C:11]([CH2:10][CH2:9][NH2:5])[CH:16]=[CH:15][CH:14]=4)=[CH:18][NH:19][C:20]3=[N:21][CH:22]=2)[CH:31]=[CH:30][CH:29]=1)(=[O:33])=[O:34].